The task is: Predict the reaction yield, written as a fraction of the theoretical maximum amount of product (1.0 means a 100% yield; for example, 0.34 means a 34% yield).. This data is from Reaction yield outcomes from USPTO patents with 853,638 reactions. (1) The reactants are C[O:2][C:3](=[O:16])[CH2:4][C:5]1[CH:6]=[C:7]2[C:12](=[CH:13][CH:14]=1)[N:11]=[CH:10][C:9]([Br:15])=[CH:8]2.[OH-].[Na+]. No catalyst specified. The product is [Br:15][C:9]1[CH:10]=[N:11][C:12]2[C:7]([CH:8]=1)=[CH:6][C:5]([CH2:4][C:3]([OH:16])=[O:2])=[CH:14][CH:13]=2. The yield is 0.740. (2) The reactants are [Cl:1][C:2]1[CH:3]=[C:4]([CH2:14][N:15]2[C:19]([CH3:20])=[CH:18][C:17]([C:21](Cl)=[O:22])=[N:16]2)[C:5]2[O:9][C:8]([CH:10]([CH3:12])[CH3:11])=[CH:7][C:6]=2[CH:13]=1.C(N(CC)CC)C.[NH2:31][N:32]1[CH2:37][CH2:36][CH2:35][CH2:34][CH2:33]1. The catalyst is ClCCl. The product is [Cl:1][C:2]1[CH:3]=[C:4]([CH2:14][N:15]2[C:19]([CH3:20])=[CH:18][C:17]([C:21]([NH:31][N:32]3[CH2:37][CH2:36][CH2:35][CH2:34][CH2:33]3)=[O:22])=[N:16]2)[C:5]2[O:9][C:8]([CH:10]([CH3:12])[CH3:11])=[CH:7][C:6]=2[CH:13]=1. The yield is 0.400. (3) The reactants are CCCC[N+](CCCC)(CCCC)CCCC.[F-].C[Si]([C:23]#[C:24][C:25]1[CH:26]=[N:27][N:28]([C:30]([O:32][C:33]([CH3:36])([CH3:35])[CH3:34])=[O:31])[CH:29]=1)(C)C. The catalyst is C1COCC1. The product is [C:24]([C:25]1[CH:26]=[N:27][N:28]([C:30]([O:32][C:33]([CH3:36])([CH3:35])[CH3:34])=[O:31])[CH:29]=1)#[CH:23]. The yield is 0.545. (4) The reactants are [CH3:1][CH:2]1[C:19](=O)[C:5]2=[CH:6][C:7]3[C:8]([CH3:18])([CH3:17])[C:9]4[C:14]([C:15]=3[CH:16]=[C:4]2[CH2:3]1)=[CH:13][CH:12]=[CH:11][CH:10]=4.[BH4-].[Na+]. The catalyst is C1COCC1.C(O)C.C1(C)C=CC=CC=1.C1(C)C=CC(S(O)(=O)=O)=CC=1. The product is [CH3:1][C:2]1[CH2:3][C:4]2[C:5]([CH:19]=1)=[CH:6][C:7]1[C:8]([CH3:18])([CH3:17])[C:9]3[C:14]([C:15]=1[CH:16]=2)=[CH:13][CH:12]=[CH:11][CH:10]=3. The yield is 0.894. (5) The reactants are [CH3:1][CH:2]([N:4]1[C:12]2[CH:11]=[C:10]([C:13]([F:16])([F:15])[F:14])[CH:9]=[C:8]([C:17](O)=[O:18])[C:7]=2[CH:6]=[CH:5]1)[CH3:3].[NH2:20][CH2:21][C:22]1[C:23](=[O:30])[NH:24][C:25]([CH3:29])=[CH:26][C:27]=1[CH3:28].CN1CCOCC1.ON1C2N=CC=CC=2N=N1.C(Cl)CCl. The catalyst is CS(C)=O. The product is [CH3:28][C:27]1[CH:26]=[C:25]([CH3:29])[NH:24][C:23](=[O:30])[C:22]=1[CH2:21][NH:20][C:17]([C:8]1[C:7]2[CH:6]=[CH:5][N:4]([CH:2]([CH3:3])[CH3:1])[C:12]=2[CH:11]=[C:10]([C:13]([F:15])([F:16])[F:14])[CH:9]=1)=[O:18]. The yield is 0.630. (6) The reactants are [C:1]([O:5][C:6](=[O:22])[CH2:7][CH2:8][CH2:9][CH2:10][CH2:11][CH2:12][CH2:13][CH2:14][CH2:15][CH2:16][CH2:17][CH2:18][CH2:19][CH2:20]Br)([CH3:4])([CH3:3])[CH3:2].[CH3:23][O:24][C:25](=[O:40])[C:26]1[CH:38]=[CH:37][C:36]([OH:39])=[C:28]([C:29]([O:31][C:32]([CH3:35])([CH3:34])[CH3:33])=[O:30])[CH:27]=1.C([O-])([O-])=O.[K+].[K+].C(#N)C. The catalyst is CCCCCCC.CCOC(C)=O. The product is [CH3:23][O:24][C:25](=[O:40])[C:26]1[CH:38]=[CH:37][C:36]([O:39][CH2:20][CH2:19][CH2:18][CH2:17][CH2:16][CH2:15][CH2:14][CH2:13][CH2:12][CH2:11][CH2:10][CH2:9][CH2:8][CH2:7][C:6]([O:5][C:1]([CH3:4])([CH3:3])[CH3:2])=[O:22])=[C:28]([C:29]([O:31][C:32]([CH3:35])([CH3:33])[CH3:34])=[O:30])[CH:27]=1. The yield is 0.970. (7) The reactants are C(O[BH-](OC(=O)C)OC(=O)C)(=O)C.[Na+].O=[CH:16][CH2:17][CH2:18][C:19]1[CH:34]=[CH:33][C:22]([O:23][C:24]2[CH:32]=[CH:31][C:27]([C:28]([NH2:30])=[O:29])=[CH:26][N:25]=2)=[CH:21][CH:20]=1.[NH2:35][C:36]1[CH:41]=[CH:40][CH:39]=[CH:38][CH:37]=1.[OH-].[Na+]. The catalyst is ClCCCl. The product is [C:36]1([NH:35][CH2:16][CH2:17][CH2:18][C:19]2[CH:34]=[CH:33][C:22]([O:23][C:24]3[CH:32]=[CH:31][C:27]([C:28]([NH2:30])=[O:29])=[CH:26][N:25]=3)=[CH:21][CH:20]=2)[CH:41]=[CH:40][CH:39]=[CH:38][CH:37]=1. The yield is 0.0800. (8) The reactants are [Cl:1][C:2]1[CH:7]=[CH:6][CH:5]=[C:4]([Cl:8])[C:3]=1[NH:9][C:10]1[N:11]([CH3:26])[C:12]2[C:21]3[C:20](=[O:22])[NH:19][C:18]([CH3:23])=[C:17]([CH3:24])[C:16]=3[CH:15]=[CH:14][C:13]=2[N:25]=1.[Se](=O)=[O:28]. The catalyst is O1CCOCC1. The product is [Cl:8][C:4]1[CH:5]=[CH:6][CH:7]=[C:2]([Cl:1])[C:3]=1[NH:9][C:10]1[N:11]([CH3:26])[C:12]2[C:21]3[C:20](=[O:22])[NH:19][C:18]([CH:23]=[O:28])=[C:17]([CH3:24])[C:16]=3[CH:15]=[CH:14][C:13]=2[N:25]=1. The yield is 0.720. (9) The reactants are O[Li].O.C[O:5][C:6]([C:8]1[CH:9]=[C:10]([C:19]2[CH:24]=[CH:23][C:22]([CH3:25])=[CH:21][CH:20]=2)[CH:11]=[C:12]([N:14]2[CH:18]=[N:17][N:16]=[N:15]2)[CH:13]=1)=[O:7]. The catalyst is O.C1COCC1. The product is [CH3:25][C:22]1[CH:23]=[CH:24][C:19]([C:10]2[CH:11]=[C:12]([N:14]3[CH:18]=[N:17][N:16]=[N:15]3)[CH:13]=[C:8]([C:6]([OH:7])=[O:5])[CH:9]=2)=[CH:20][CH:21]=1. The yield is 0.930.